Dataset: Forward reaction prediction with 1.9M reactions from USPTO patents (1976-2016). Task: Predict the product of the given reaction. (1) The product is: [CH3:1][C:2]([N:10]1[CH:14]=[C:13]([NH:15][C:16](=[O:22])[CH:17]([NH:21][CH:29]2[CH2:28][CH2:27][C:26]3[C:31](=[C:32]([F:34])[CH:33]=[C:24]([F:23])[CH:25]=3)[C:30]2([CH3:36])[CH3:35])[CH2:18][CH2:19][CH3:20])[N:12]=[CH:11]1)([CH3:9])[CH2:3][N:4]1[CH2:8][CH2:7][CH2:6][CH2:5]1. Given the reactants [CH3:1][C:2]([N:10]1[CH:14]=[C:13]([NH:15][C:16](=[O:22])[CH:17]([NH2:21])[CH2:18][CH2:19][CH3:20])[N:12]=[CH:11]1)([CH3:9])[CH2:3][N:4]1[CH2:8][CH2:7][CH2:6][CH2:5]1.[F:23][C:24]1[CH:25]=[C:26]2[C:31](=[C:32]([F:34])[CH:33]=1)[C:30]([CH3:36])([CH3:35])[C:29](=O)[CH2:28][CH2:27]2, predict the reaction product. (2) Given the reactants O=[C:2]1[C:9]2[C:8]([C:10]([F:13])([F:12])[F:11])=[N:7][N:6]([CH2:14][C:15]([O:17][CH2:18][CH3:19])=[O:16])[C:5]=2[CH2:4][CH2:3]1.C(Cl)Cl.[CH2:23]([SH:26])[CH2:24][SH:25].B(F)(F)F.CCOCC, predict the reaction product. The product is: [F:11][C:10]([F:13])([F:12])[C:8]1[C:9]2[C:2]3([S:26][CH2:23][CH2:24][S:25]3)[CH2:3][CH2:4][C:5]=2[N:6]([CH2:14][C:15]([O:17][CH2:18][CH3:19])=[O:16])[N:7]=1. (3) Given the reactants [CH3:1][N:2](C)[C:3]1C(C)=CC=CC=1.C(OCC)C.[CH2:16]([Li:20])[CH2:17][CH2:18][CH3:19].[CH3:21][CH2:22][CH2:23]CCC, predict the reaction product. The product is: [CH3:1][N:2]([CH:16]([Li:20])[C:17]1[CH:23]=[CH:22][CH:21]=[CH:19][CH:18]=1)[CH3:3].